From a dataset of Forward reaction prediction with 1.9M reactions from USPTO patents (1976-2016). Predict the product of the given reaction. Given the reactants [NH2:1][C@@H:2]1[CH2:7][CH2:6][C@H:5]([N:8]2[C:13](=[O:14])[C:12]3[CH:15]=[C:16]([F:19])[CH:17]=[N:18][C:11]=3[N:10]([C:20]3[CH:21]=[C:22]([C:26]4[CH:31]=[CH:30][C:29]([CH2:32][N:33]5[CH2:39][CH2:38][CH2:37][N:36]([CH3:40])[CH2:35][CH2:34]5)=[CH:28][CH:27]=4)[CH:23]=[CH:24][CH:25]=3)[C:9]2=[O:41])[CH2:4][CH2:3]1.[C:42]([O:46][C:47]([NH:49][C@H:50]([CH:54]([CH3:56])[CH3:55])[C:51](O)=[O:52])=[O:48])([CH3:45])([CH3:44])[CH3:43], predict the reaction product. The product is: [C:42]([O:46][C:47](=[O:48])[NH:49][C@@H:50]([C:51]([NH:1][C@H:2]1[CH2:7][CH2:6][C@@H:5]([N:8]2[C:13](=[O:14])[C:12]3[CH:15]=[C:16]([F:19])[CH:17]=[N:18][C:11]=3[N:10]([C:20]3[CH:21]=[C:22]([C:26]4[CH:27]=[CH:28][C:29]([CH2:32][N:33]5[CH2:39][CH2:38][CH2:37][N:36]([CH3:40])[CH2:35][CH2:34]5)=[CH:30][CH:31]=4)[CH:23]=[CH:24][CH:25]=3)[C:9]2=[O:41])[CH2:4][CH2:3]1)=[O:52])[CH:54]([CH3:55])[CH3:56])([CH3:43])([CH3:45])[CH3:44].